Dataset: Full USPTO retrosynthesis dataset with 1.9M reactions from patents (1976-2016). Task: Predict the reactants needed to synthesize the given product. (1) Given the product [CH3:14][C:13]1[CH:12]=[CH:11][N:15]=[C:2]2[CH2:3][C:4]3[CH:5]=[CH:6][CH:7]=[CH:8][C:9]=3[C:1]=12, predict the reactants needed to synthesize it. The reactants are: [CH2:1]1[C:9]2[C:4](=[CH:5][CH:6]=[CH:7][CH:8]=2)[CH2:3][C:2]1=O.[CH2:11]([NH2:15])[C:12]#[C:13][CH3:14]. (2) Given the product [CH2:1]([O:8][C:9]1[CH:10]=[C:11]([CH:21]=[CH:22][CH:23]=1)[CH2:12][O:13][C:14]1[CH:19]=[N:18][CH:17]=[C:16]([N:24]2[CH2:29][CH2:28][NH:27][CH2:26][CH2:25]2)[N:15]=1)[C:2]1[CH:7]=[CH:6][CH:5]=[CH:4][CH:3]=1, predict the reactants needed to synthesize it. The reactants are: [CH2:1]([O:8][C:9]1[CH:10]=[C:11]([CH:21]=[CH:22][CH:23]=1)[CH2:12][O:13][C:14]1[CH:19]=[N:18][CH:17]=[C:16](Cl)[N:15]=1)[C:2]1[CH:7]=[CH:6][CH:5]=[CH:4][CH:3]=1.[NH:24]1[CH2:29][CH2:28][NH:27][CH2:26][CH2:25]1.C([O-])([O-])=O.[K+].[K+].